Regression. Given a peptide amino acid sequence and an MHC pseudo amino acid sequence, predict their binding affinity value. This is MHC class I binding data. From a dataset of Peptide-MHC class I binding affinity with 185,985 pairs from IEDB/IMGT. (1) The peptide sequence is ASDRISGIL. The MHC is HLA-A30:01 with pseudo-sequence HLA-A30:01. The binding affinity (normalized) is 0.0847. (2) The peptide sequence is RVPTVFHKK. The MHC is HLA-A68:02 with pseudo-sequence HLA-A68:02. The binding affinity (normalized) is 0.0847. (3) The peptide sequence is FRAAVRAHF. The MHC is HLA-A11:01 with pseudo-sequence HLA-A11:01. The binding affinity (normalized) is 0.0847. (4) The peptide sequence is RALAYDPAL. The MHC is HLA-B48:01 with pseudo-sequence HLA-B48:01. The binding affinity (normalized) is 0.594. (5) The peptide sequence is RNMSRIFPY. The MHC is SLA-30401 with pseudo-sequence SLA-30401. The binding affinity (normalized) is 1.00. (6) The peptide sequence is GHFPLQHAL. The MHC is HLA-B58:01 with pseudo-sequence HLA-B58:01. The binding affinity (normalized) is 0.0847. (7) The peptide sequence is RPRGHREFC. The MHC is HLA-B35:01 with pseudo-sequence HLA-B35:01. The binding affinity (normalized) is 0.0847.